From a dataset of Microsomal clearance measurements from AstraZeneca. Regression/Classification. Given a drug SMILES string, predict its absorption, distribution, metabolism, or excretion properties. Task type varies by dataset: regression for continuous measurements (e.g., permeability, clearance, half-life) or binary classification for categorical outcomes (e.g., BBB penetration, CYP inhibition). For this dataset (clearance_microsome_az), we predict log10(clearance) (log10 of the in vitro intrinsic clearance, CLint, in uL/min per mg of human liver microsomal protein, equivalently mL/min/g; values are censored to the assay range of 3 to 150, which is 0.477 to 2.18 on this log10 scale). (1) The drug is C[C@@H]1COCCN1c1cc(C2(S(C)(=O)=O)CC2)nc(-c2cccc3[nH]ccc23)n1. The log10(clearance) is 0.870. (2) The molecule is CC(C)Cn1c(=O)n(C)c(=O)c2c(SC(C)C)c(Cc3ccccc3C(F)(F)F)sc21. The log10(clearance) is 0.820. (3) The compound is CC(C)Cn1c(=O)n(C)c(=O)c2c(C(=O)N3CC[C@@H](O)C3)c(Cc3c[nH]c4ccccc34)sc21. The log10(clearance) is 2.03. (4) The compound is CN(CCNCCc1ccc(O)c2nc(O)sc12)C(=O)CCOCCc1ccccc1. The log10(clearance) is 1.54. (5) The molecule is COc1cccc(CNc2nc(NC(C)C)nc3ccsc23)c1OC. The log10(clearance) is 2.05. (6) The compound is N#CC1(NC(=O)[C@@H]2CCCC[C@H]2C(=O)N2CCc3[nH]c4ccc(F)cc4c3C2)CC1. The log10(clearance) is 1.10. (7) The drug is O=C(NCC1CCCCCC1)c1cc(-c2cccnc2N2CCC(C(=O)O)CC2)ccc1Cl. The log10(clearance) is 1.38. (8) The drug is CCN(C(=O)Cc1ccc(S(C)(=O)=O)cc1)C1CCN(CCC(c2ccc(NC(C)=O)cc2)c2cccc(F)c2)CC1. The log10(clearance) is 1.37. (9) The drug is Cc1cnc(Oc2ccc(-n3ccnc3)cc2)nc1Oc1ccc2c(c1)OCO2. The log10(clearance) is 0.480. (10) The molecule is Fc1cnc(Nc2ccccc2)nc1Nc1ccccc1. The log10(clearance) is 0.850.